From a dataset of Reaction yield outcomes from USPTO patents with 853,638 reactions. Predict the reaction yield, written as a fraction of the theoretical maximum amount of product (1.0 means a 100% yield; for example, 0.34 means a 34% yield). The reactants are [CH3:1][O:2][CH2:3][C:4]#[C:5][C:6](=O)[CH3:7].[C:9]([CH2:11][C:12]([NH2:14])=[O:13])#[N:10].C(O)(=O)C.N1CCCCC1.N1CCCCC1. The catalyst is C(O)C.O.C(O)(=O)C. The product is [CH3:1][O:2][CH2:3][C:4]1[CH:5]=[C:6]([CH3:7])[NH:14][C:12](=[O:13])[C:11]=1[C:9]#[N:10]. The yield is 0.0868.